From a dataset of Peptide-MHC class II binding affinity with 134,281 pairs from IEDB. Regression. Given a peptide amino acid sequence and an MHC pseudo amino acid sequence, predict their binding affinity value. This is MHC class II binding data. (1) The peptide sequence is GKWYLKAMTADQEVPE. The MHC is DRB4_0101 with pseudo-sequence DRB4_0103. The binding affinity (normalized) is 0.884. (2) The peptide sequence is LNLTEPKSRTRLNLD. The MHC is DRB1_0101 with pseudo-sequence DRB1_0101. The binding affinity (normalized) is 0.197. (3) The peptide sequence is TNILEAKYWCPDSME. The MHC is DRB1_1101 with pseudo-sequence DRB1_1101. The binding affinity (normalized) is 0.305.